Dataset: Peptide-MHC class I binding affinity with 185,985 pairs from IEDB/IMGT. Task: Regression. Given a peptide amino acid sequence and an MHC pseudo amino acid sequence, predict their binding affinity value. This is MHC class I binding data. The peptide sequence is TYFEKVERL. The MHC is HLA-A02:01 with pseudo-sequence HLA-A02:01. The binding affinity (normalized) is 0.